Dataset: Forward reaction prediction with 1.9M reactions from USPTO patents (1976-2016). Task: Predict the product of the given reaction. (1) Given the reactants [C:1]([N:8]1[CH2:12][CH2:11][C:10](=O)[CH2:9]1)([O:3][C:4]([CH3:7])([CH3:6])[CH3:5])=[O:2].O=C[C@@H]([C@H]([C@@H]([C@@H](CO)O)O)O)O.[NH2:26][C@H](C(O)=O)C.CC1N=CC(COP(O)(O)=O)=C(C=O)C=1O.C1C=[N+]([C@@H]2O[C@H](COP(OP(OC[C@H]3O[C@@H](N4C5N=CN=C(N)C=5N=C4)[C@H](O)[C@@H]3O)(O)=O)(O)=O)[C@@H](O)[C@H]2O)C=C(C(N)=O)C=1, predict the reaction product. The product is: [C:1]([N:8]1[CH2:12][CH2:11][CH:10]([NH2:26])[CH2:9]1)([O:3][C:4]([CH3:7])([CH3:6])[CH3:5])=[O:2]. (2) The product is: [CH2:1]([O:8][C:9](=[O:34])[CH2:10][C@@H:11]([NH:26][C:27]([O:29][C:30]([CH3:32])([CH3:33])[CH3:31])=[O:28])[C:12]([NH:14][C@H:15]([CH2:16][OH:17])[C:37]([CH3:39])([CH3:38])[CH3:36])=[O:13])[C:2]1[CH:7]=[CH:6][CH:5]=[CH:4][CH:3]=1. Given the reactants [CH2:1]([O:8][C:9](=[O:34])[CH2:10][C@@H:11]([NH:26][C:27]([O:29][C:30]([CH3:33])([CH3:32])[CH3:31])=[O:28])[C:12]([NH:14][C@@H:15](CC1C=CC=CC=1)[CH2:16][O:17]C)=[O:13])[C:2]1[CH:7]=[CH:6][CH:5]=[CH:4][CH:3]=1.N[C@H:36](CO)[C:37](C)([CH3:39])[CH3:38].F[P-](F)(F)(F)(F)F.N1(O[P+](N(C)C)(N(C)C)N(C)C)C2C=CC=CC=2N=N1, predict the reaction product. (3) The product is: [CH2:1]([N:8]1[CH2:12][CH2:11][C:10]2([CH2:17][CH2:16][CH2:15][N:14]([C:19]([O:21][C:22]([CH3:25])([CH3:24])[CH3:23])=[O:20])[C:13]2=[O:18])[CH2:9]1)[C:2]1[CH:3]=[CH:4][CH:5]=[CH:6][CH:7]=1. Given the reactants [CH2:1]([N:8]1[CH2:12][CH2:11][C:10]2([CH2:17][CH2:16][CH2:15][NH:14][C:13]2=[O:18])[CH2:9]1)[C:2]1[CH:7]=[CH:6][CH:5]=[CH:4][CH:3]=1.[C:19](O[C:19]([O:21][C:22]([CH3:25])([CH3:24])[CH3:23])=[O:20])([O:21][C:22]([CH3:25])([CH3:24])[CH3:23])=[O:20].O, predict the reaction product. (4) Given the reactants [CH2:1]([NH:7][C@H:8]([C:13]([OH:15])=O)[C:9]([CH3:12])([CH3:11])[CH3:10])[CH2:2][CH2:3][CH2:4][CH:5]=[CH2:6].CCN(C(C)C)C(C)C.CN(C(ON1N=NC2C=CC=NC1=2)=[N+](C)C)C.F[P-](F)(F)(F)(F)F.[Cl-].[Br:50][C:51]1[CH:52]=[C:53]([C:57]2[CH:62]=[CH:61][CH:60]=[C:59]([CH2:63][O:64][C@H:65]3[CH2:69][NH2+:68][C@H:67]([C:70]([O:72][CH3:73])=[O:71])[CH2:66]3)[CH:58]=2)[CH:54]=[CH:55][CH:56]=1, predict the reaction product. The product is: [CH2:1]([NH:7][C@H:8]([C:13]([N:68]1[CH2:69][C@H:65]([O:64][CH2:63][C:59]2[CH:58]=[C:57]([C:53]3[CH:54]=[CH:55][CH:56]=[C:51]([Br:50])[CH:52]=3)[CH:62]=[CH:61][CH:60]=2)[CH2:66][C@H:67]1[C:70]([O:72][CH3:73])=[O:71])=[O:15])[C:9]([CH3:10])([CH3:11])[CH3:12])[CH2:2][CH2:3][CH2:4][CH:5]=[CH2:6]. (5) Given the reactants [C:1]([C:3]1[CH:8]=[C:7]([N+:9]([O-])=O)[CH:6]=[CH:5][C:4]=1[N:12]=[CH:13][N:14]([CH3:16])[CH3:15])#[N:2].C1CCCCC=1, predict the reaction product. The product is: [NH2:9][C:7]1[CH:6]=[CH:5][C:4]([N:12]=[CH:13][N:14]([CH3:15])[CH3:16])=[C:3]([C:1]#[N:2])[CH:8]=1. (6) The product is: [CH3:18][C:19]1[CH:20]=[C:21]([CH:38]=[CH:39][CH:40]=1)[C:22]([NH:24][CH2:25][C:26]1[CH:31]=[CH:30][CH:29]=[CH:28][C:27]=1[N:32]1[CH2:33][CH2:34][N:35]([C:2]2[N:10]=[CH:9][N:8]=[C:7]3[C:3]=2[N:4]=[C:5]([C:12]2[CH:13]=[N:14][N:15]([CH3:17])[CH:16]=2)[N:6]3[CH3:11])[CH2:36][CH2:37]1)=[O:23]. Given the reactants Cl[C:2]1[N:10]=[CH:9][N:8]=[C:7]2[C:3]=1[N:4]=[C:5]([C:12]1[CH:13]=[N:14][N:15]([CH3:17])[CH:16]=1)[N:6]2[CH3:11].[CH3:18][C:19]1[CH:20]=[C:21]([CH:38]=[CH:39][CH:40]=1)[C:22]([NH:24][CH2:25][C:26]1[CH:31]=[CH:30][CH:29]=[CH:28][C:27]=1[N:32]1[CH2:37][CH2:36][NH:35][CH2:34][CH2:33]1)=[O:23].C(N(CC)CC)C, predict the reaction product. (7) Given the reactants [Li].[Br:2][C:3]1[CH:4]=[C:5]([C:14]([O-])=[CH:15][C:16](=O)[C:17]([O:19]CC)=[O:18])[CH:6]=[C:7]([O:9][C:10]([F:13])([F:12])[F:11])[CH:8]=1.ClC1C=C(C2N(C3C=CC=CN=3)N=C(C(O)=O)C=2)C=C(F)C=1.Cl.[F:47][C:48]1[N:53]=[CH:52][C:51]([NH:54][NH2:55])=[CH:50][CH:49]=1, predict the reaction product. The product is: [Br:2][C:3]1[CH:4]=[C:5]([C:14]2[N:54]([C:51]3[CH:52]=[N:53][C:48]([F:47])=[CH:49][CH:50]=3)[N:55]=[C:16]([C:17]([OH:19])=[O:18])[CH:15]=2)[CH:6]=[C:7]([O:9][C:10]([F:11])([F:12])[F:13])[CH:8]=1.